This data is from Reaction yield outcomes from USPTO patents with 853,638 reactions. The task is: Predict the reaction yield, written as a fraction of the theoretical maximum amount of product (1.0 means a 100% yield; for example, 0.34 means a 34% yield). The reactants are [F:1][C:2]1[CH:3]=[C:4]([NH:13][C:14]([C@@H:16]2[N:25]([C:26]([C@H:28]3[CH2:30][C@@H:29]3[CH2:31][C:32]([O:34]CC3C=CC=CC=3)=[O:33])=[O:27])[CH2:24][CH2:23][C:22]3[N:21]=[C:20]([O:42][CH3:43])[CH:19]=[CH:18][C:17]2=3)=[O:15])[CH:5]=[C:6]([F:12])[C:7]=1[Si:8]([CH3:11])([CH3:10])[CH3:9]. The catalyst is CO.[C].[Pd]. The product is [F:1][C:2]1[CH:3]=[C:4]([NH:13][C:14]([C@@H:16]2[N:25]([C:26]([CH:28]3[CH2:30][CH:29]3[CH2:31][C:32]([OH:34])=[O:33])=[O:27])[CH2:24][CH2:23][C:22]3[N:21]=[C:20]([O:42][CH3:43])[CH:19]=[CH:18][C:17]2=3)=[O:15])[CH:5]=[C:6]([F:12])[C:7]=1[Si:8]([CH3:11])([CH3:9])[CH3:10]. The yield is 0.800.